Dataset: Full USPTO retrosynthesis dataset with 1.9M reactions from patents (1976-2016). Task: Predict the reactants needed to synthesize the given product. Given the product [O:28]1[CH2:29][CH2:30][CH2:31][CH2:32][CH:27]1[O:26][CH2:25][CH2:24][O:23][CH2:22][CH2:21][O:20][CH2:19][CH2:18][O:17][CH2:16][CH2:15][O:14][CH2:13][CH2:12][O:11][CH2:10][CH2:9][O:8][C:7]1[CH:33]=[CH:34][C:4]([NH2:1])=[CH:5][CH:6]=1, predict the reactants needed to synthesize it. The reactants are: [N+:1]([C:4]1[CH:34]=[CH:33][C:7]([O:8][CH2:9][CH2:10][O:11][CH2:12][CH2:13][O:14][CH2:15][CH2:16][O:17][CH2:18][CH2:19][O:20][CH2:21][CH2:22][O:23][CH2:24][CH2:25][O:26][CH:27]2[CH2:32][CH2:31][CH2:30][CH2:29][O:28]2)=[CH:6][CH:5]=1)([O-])=O.